From a dataset of Reaction yield outcomes from USPTO patents with 853,638 reactions. Predict the reaction yield, written as a fraction of the theoretical maximum amount of product (1.0 means a 100% yield; for example, 0.34 means a 34% yield). (1) The catalyst is O1CCCC1. The product is [OH:20][C:19]1([CH:21]2[CH2:26][CH2:25][N:24]([C:27]([O:29][C:30]([CH3:33])([CH3:32])[CH3:31])=[O:28])[CH2:23][CH2:22]2)[O:10][N:9]=[C:1]([C:3]2[CH:8]=[CH:7][CH:6]=[CH:5][CH:4]=2)[CH2:2]1. The yield is 0.710. The reactants are [C:1](=[N:9][OH:10])([C:3]1[CH:8]=[CH:7][CH:6]=[CH:5][CH:4]=1)[CH3:2].C([Li])CCC.CON(C)[C:19]([CH:21]1[CH2:26][CH2:25][N:24]([C:27]([O:29][C:30]([CH3:33])([CH3:32])[CH3:31])=[O:28])[CH2:23][CH2:22]1)=[O:20]. (2) The reactants are [F:1][C:2]1[CH:10]=[CH:9][C:5]([C:6](Cl)=[O:7])=[CH:4][CH:3]=1.[Cl:11][C:12]1[CH:18]=[CH:17][C:15]([NH2:16])=[CH:14][CH:13]=1.Cl. The catalyst is [Cl-].[Cl-].[Zn+2]. The product is [Cl:11][C:12]1[CH:18]=[CH:17][C:15]([NH:16][C:6](=[O:7])[C:5]2[CH:9]=[CH:10][C:2]([F:1])=[CH:3][CH:4]=2)=[C:14]([C:6](=[O:7])[C:5]2[CH:9]=[CH:10][C:2]([F:1])=[CH:3][CH:4]=2)[CH:13]=1. The yield is 0.290. (3) The reactants are [Cl:1][C:2]1[N:7]=[N:6][C:5]([C:8](OCC)=[O:9])=[C:4]([NH:13][C:14]2[CH:19]=[CH:18][C:17]([O:20][CH3:21])=[C:16]([CH2:22][CH2:23][CH3:24])[N:15]=2)[CH:3]=1.[NH3:25]. The catalyst is CO. The product is [Cl:1][C:2]1[N:7]=[N:6][C:5]([C:8]([NH2:25])=[O:9])=[C:4]([NH:13][C:14]2[CH:19]=[CH:18][C:17]([O:20][CH3:21])=[C:16]([CH2:22][CH2:23][CH3:24])[N:15]=2)[CH:3]=1. The yield is 1.00. (4) The reactants are [C:1]([C:4]1[CH:9]=[CH:8][C:7]([B:10]2[O:18][C:15]([CH3:17])([CH3:16])[C:12]([CH3:14])([CH3:13])[O:11]2)=[CH:6][CH:5]=1)([OH:3])=O.[CH:19]1([NH2:22])[CH2:21][CH2:20]1.C(N(CC)CC)C.CN(C(ON1N=NC2C=CC=NC1=2)=[N+](C)C)C.F[P-](F)(F)(F)(F)F. The catalyst is O.CN(C=O)C. The product is [CH:19]1([NH:22][C:1]([C:4]2[CH:9]=[CH:8][C:7]([B:10]3[O:18][C:15]([CH3:17])([CH3:16])[C:12]([CH3:14])([CH3:13])[O:11]3)=[CH:6][CH:5]=2)=[O:3])[CH2:21][CH2:20]1. The yield is 0.620.